Dataset: Kir2.1 potassium channel HTS with 301,493 compounds. Task: Binary Classification. Given a drug SMILES string, predict its activity (active/inactive) in a high-throughput screening assay against a specified biological target. (1) The compound is O=C(Nc1cc2nc(n(c2cc1)Cc1ccccc1)C)C. The result is 0 (inactive). (2) The molecule is S(=O)(=O)(N1CCCCC1)c1cc(NC(=O)COC(=O)Cc2cc(ccc2)C(F)(F)F)c(cc1)C. The result is 0 (inactive). (3) The compound is Fc1ccc(Cn2c(=O)c3n(c(nc3n(c2=O)C)NCc2ccc(OC)cc2)C)cc1. The result is 0 (inactive). (4) The drug is s1c(c2n(CC(C)C)c(CCC(O)=O)cc2)ccc1. The result is 0 (inactive). (5) The result is 0 (inactive). The molecule is Fc1cc(NC(=O)CN(C(=O)CCc2[nH]c3c(c(=O)n2)cccc3)C)ccc1. (6) The compound is Clc1ccc(S(Oc2c(OCC)cc(C(=S)N3CCCCC3)cc2)(=O)=O)cc1. The result is 0 (inactive). (7) The molecule is O1C(=CC(=O)/C(=C\Nc2nc(ccc2)C)C1=O)C. The result is 0 (inactive). (8) The drug is s1c(N2CC(CCC2)C(=O)N2CCC(CC2)C(=O)N)nc2c1cc(cc2C)C. The result is 0 (inactive).